From a dataset of Full USPTO retrosynthesis dataset with 1.9M reactions from patents (1976-2016). Predict the reactants needed to synthesize the given product. (1) Given the product [Cl:27][C:28]1[S:32][C:31]([C:33]2[O:37][N:36]=[C:35]([CH2:38][N:9]3[C:8]4[C:24]([CH3:26])=[CH:25][C:5]([C:3]([OH:2])=[O:4])=[CH:6][C:7]=4[N:11]=[C:10]3[C:12](=[O:23])[NH:13][CH:14]3[CH2:19][CH2:18][N:17]([CH:20]4[CH2:22][CH2:21]4)[CH2:16][CH2:15]3)[CH:34]=2)=[CH:30][CH:29]=1.[Cl:27][C:28]1[S:32][C:31]([C:33]2[O:37][N:36]=[C:35]([CH2:38][N:11]3[C:7]4[CH:6]=[C:5]([C:3]([OH:2])=[O:4])[CH:25]=[C:24]([CH3:26])[C:8]=4[N:9]=[C:10]3[C:12](=[O:23])[NH:13][CH:14]3[CH2:19][CH2:18][N:17]([CH:20]4[CH2:21][CH2:22]4)[CH2:16][CH2:15]3)[CH:34]=2)=[CH:30][CH:29]=1, predict the reactants needed to synthesize it. The reactants are: C[O:2][C:3]([C:5]1[CH:25]=[C:24]([CH3:26])[C:8]2[NH:9][C:10]([C:12](=[O:23])[NH:13][CH:14]3[CH2:19][CH2:18][N:17]([CH:20]4[CH2:22][CH2:21]4)[CH2:16][CH2:15]3)=[N:11][C:7]=2[CH:6]=1)=[O:4].[Cl:27][C:28]1[S:32][C:31]([C:33]2[O:37][N:36]=[C:35]([CH2:38]OS(C)(=O)=O)[CH:34]=2)=[CH:30][CH:29]=1. (2) Given the product [CH3:1][N:2]1[C:6]([C:7]2[CH:12]=[C:11]([CH2:13][CH3:14])[C:10](=[O:15])[NH:9][C:8]=2[CH3:17])=[N:5][C:4]([CH3:18])=[N:3]1, predict the reactants needed to synthesize it. The reactants are: [CH3:1][N:2]1[C:6]([C:7]2[C:8]([CH3:17])=[N:9][C:10]([O:15]C)=[C:11]([CH2:13][CH3:14])[CH:12]=2)=[N:5][C:4]([CH3:18])=[N:3]1.[I-].[Na+].Cl[Si](C)(C)C. (3) Given the product [CH3:13][O:12][C:11]1[CH:10]=[C:9]2[C:4]([C:5]([O:20][C@H:21]3[CH2:25][N:24]([C:26]([O:28][C:29]([CH3:32])([CH3:31])[CH3:30])=[O:27])[C@H:23]([C:33]([O:35][CH3:36])=[O:34])[CH2:22]3)=[CH:6][C:7]([C:14]3[CH:19]=[CH:18][CH:17]=[CH:16][CH:15]=3)=[N:8]2)=[CH:3][C:2]=1[CH:37]=[CH2:38], predict the reactants needed to synthesize it. The reactants are: Br[C:2]1[CH:3]=[C:4]2[C:9](=[CH:10][C:11]=1[O:12][CH3:13])[N:8]=[C:7]([C:14]1[CH:19]=[CH:18][CH:17]=[CH:16][CH:15]=1)[CH:6]=[C:5]2[O:20][C@H:21]1[CH2:25][N:24]([C:26]([O:28][C:29]([CH3:32])([CH3:31])[CH3:30])=[O:27])[C@H:23]([C:33]([O:35][CH3:36])=[O:34])[CH2:22]1.[CH:37]([B-](F)(F)F)=[CH2:38].[K+].CCN(CC)CC. (4) Given the product [CH2:40]([NH:48][C:14]1[N:19]=[C:18]([N:20]2[C:29]3[C:24](=[CH:25][CH:26]=[C:27]([C:30]4[CH:31]=[CH:32][CH:33]=[CH:34][CH:35]=4)[N:28]=3)[CH2:23][CH2:22][CH2:21]2)[CH:17]=[C:16]([C:36]([F:38])([F:37])[F:39])[N:15]=1)[CH2:41][C:42]1[CH:47]=[CH:46][CH:45]=[CH:44][CH:43]=1, predict the reactants needed to synthesize it. The reactants are: C1C=C(Cl)C=C(C(OO)=O)C=1.CS[C:14]1[N:19]=[C:18]([N:20]2[C:29]3[C:24](=[CH:25][CH:26]=[C:27]([C:30]4[CH:35]=[CH:34][CH:33]=[CH:32][CH:31]=4)[N:28]=3)[CH2:23][CH2:22][CH2:21]2)[CH:17]=[C:16]([C:36]([F:39])([F:38])[F:37])[N:15]=1.[CH2:40]([NH2:48])[CH2:41][C:42]1[CH:47]=[CH:46][CH:45]=[CH:44][CH:43]=1. (5) Given the product [CH2:21]([N:28]1[CH2:33][CH2:32][C:31](=[CH:7][C:6]2[CH:9]=[CH:10][C:3]([C:1]([NH2:2])=[O:12])=[CH:4][CH:5]=2)[CH2:30][CH2:29]1)[C:22]1[CH:27]=[CH:26][CH:25]=[CH:24][CH:23]=1, predict the reactants needed to synthesize it. The reactants are: [C:1]([C:3]1[CH:10]=[CH:9][C:6]([CH2:7]Br)=[CH:5][CH:4]=1)#[N:2].P(OCC)(OCC)[O:12]CC.[CH2:21]([N:28]1[CH2:33][CH2:32][CH2:31][CH2:30][C:29]1=O)[C:22]1[CH:27]=[CH:26][CH:25]=[CH:24][CH:23]=1.[OH-].[K+].